From a dataset of NCI-60 drug combinations with 297,098 pairs across 59 cell lines. Regression. Given two drug SMILES strings and cell line genomic features, predict the synergy score measuring deviation from expected non-interaction effect. (1) Drug 1: CN(C)N=NC1=C(NC=N1)C(=O)N. Drug 2: C1C(C(OC1N2C=NC(=NC2=O)N)CO)O. Cell line: HCT116. Synergy scores: CSS=36.4, Synergy_ZIP=0.585, Synergy_Bliss=2.21, Synergy_Loewe=-30.4, Synergy_HSA=5.45. (2) Drug 1: C1=C(C(=O)NC(=O)N1)F. Drug 2: CC=C1C(=O)NC(C(=O)OC2CC(=O)NC(C(=O)NC(CSSCCC=C2)C(=O)N1)C(C)C)C(C)C. Cell line: OVCAR-8. Synergy scores: CSS=59.3, Synergy_ZIP=-0.424, Synergy_Bliss=-2.25, Synergy_Loewe=-0.545, Synergy_HSA=1.99. (3) Drug 1: C1CCC(CC1)NC(=O)N(CCCl)N=O. Drug 2: C#CCC(CC1=CN=C2C(=N1)C(=NC(=N2)N)N)C3=CC=C(C=C3)C(=O)NC(CCC(=O)O)C(=O)O. Cell line: COLO 205. Synergy scores: CSS=10.3, Synergy_ZIP=-8.12, Synergy_Bliss=-1.58, Synergy_Loewe=-1.56, Synergy_HSA=-2.21. (4) Drug 1: CNC(=O)C1=CC=CC=C1SC2=CC3=C(C=C2)C(=NN3)C=CC4=CC=CC=N4. Drug 2: C1C(C(OC1N2C=NC3=C2NC=NCC3O)CO)O. Cell line: RXF 393. Synergy scores: CSS=9.63, Synergy_ZIP=1.86, Synergy_Bliss=3.99, Synergy_Loewe=4.56, Synergy_HSA=4.73. (5) Drug 1: C1=CC(=C2C(=C1NCCNCCO)C(=O)C3=C(C=CC(=C3C2=O)O)O)NCCNCCO. Drug 2: CC1C(C(CC(O1)OC2CC(CC3=C2C(=C4C(=C3O)C(=O)C5=CC=CC=C5C4=O)O)(C(=O)C)O)N)O. Cell line: M14. Synergy scores: CSS=43.5, Synergy_ZIP=-5.10, Synergy_Bliss=0.00713, Synergy_Loewe=-4.69, Synergy_HSA=1.43.